The task is: Predict the reactants needed to synthesize the given product.. This data is from Full USPTO retrosynthesis dataset with 1.9M reactions from patents (1976-2016). (1) Given the product [CH3:19][S:20]([O:1][CH2:2][CH:3]1[CH2:4][CH2:5][N:6]([C:9](=[O:11])[CH3:10])[CH2:7][CH2:8]1)(=[O:22])=[O:21], predict the reactants needed to synthesize it. The reactants are: [OH:1][CH2:2][CH:3]1[CH2:8][CH2:7][N:6]([C:9](=[O:11])[CH3:10])[CH2:5][CH2:4]1.C(N(CC)CC)C.[CH3:19][S:20](Cl)(=[O:22])=[O:21].O. (2) Given the product [CH3:11][N:12]1[CH:13]=[C:14]([N+:17]([O-:19])=[O:18])[CH:15]=[CH:16][C:7]1=[O:6], predict the reactants needed to synthesize it. The reactants are: S([O:6][CH3:7])(OC)(=O)=O.[OH-].[Na+].O[C:11]1[CH:16]=[CH:15][C:14]([N+:17]([O-:19])=[O:18])=[CH:13][N:12]=1.Cl. (3) Given the product [CH3:13][S:14]([O:12][CH2:11][CH2:10][C:3]1[N:2]([CH3:1])[C:6]([N+:7]([O-:9])=[O:8])=[CH:5][N:4]=1)(=[O:16])=[O:15], predict the reactants needed to synthesize it. The reactants are: [CH3:1][N:2]1[C:6]([N+:7]([O-:9])=[O:8])=[CH:5][N:4]=[C:3]1[CH2:10][CH2:11][OH:12].[CH3:13][S:14](Cl)(=[O:16])=[O:15].O.